Dataset: Catalyst prediction with 721,799 reactions and 888 catalyst types from USPTO. Task: Predict which catalyst facilitates the given reaction. (1) Reactant: Cl.[NH2:2]O.[C:4](=[O:7])([O-:6])O.[Na+].[C:9]([C@@H:11]1[CH2:16][C@H:15]([N:17]([C:22]([C:24]2[N:28]([CH2:29][CH2:30][CH2:31][CH2:32][O:33][CH3:34])[C:27]3[CH:35]=[CH:36][CH:37]=[CH:38][C:26]=3[N:25]=2)=[O:23])[CH2:18][CH:19]([CH3:21])[CH3:20])[CH2:14][N:13]([C:39]([O:41][C:42]([CH3:45])([CH3:44])[CH3:43])=[O:40])[CH2:12]1)#[N:10]. Product: [CH3:34][O:33][CH2:32][CH2:31][CH2:30][CH2:29][N:28]1[C:27]2[CH:35]=[CH:36][CH:37]=[CH:38][C:26]=2[N:25]=[C:24]1[C:22]([N:17]([CH2:18][CH:19]([CH3:20])[CH3:21])[C@H:15]1[CH2:16][C@@H:11]([C:9]2[NH:2][C:4](=[O:7])[O:6][N:10]=2)[CH2:12][N:13]([C:39]([O:41][C:42]([CH3:43])([CH3:45])[CH3:44])=[O:40])[CH2:14]1)=[O:23]. The catalyst class is: 58. (2) Reactant: [NH2:1][C:2]1[O:3][CH2:4][C@H:5]([CH2:7][CH2:8][C:9]2[CH:14]=[CH:13][C:12]([NH:15][C:16]3[CH:21]=[C:20]([Cl:22])[N:19]=[CH:18][N:17]=3)=[CH:11][CH:10]=2)[N:6]=1. Product: [ClH:22].[N:19]1[CH:20]=[CH:21][C:16]([NH:15][C:12]2[CH:11]=[CH:10][C:9]([CH2:8][CH2:7][C@H:5]3[CH2:4][O:3][C:2]([NH2:1])=[N:6]3)=[CH:14][CH:13]=2)=[N:17][CH:18]=1. The catalyst class is: 5. (3) Reactant: [Br:1][C:2]1[CH:3]=[N:4][CH:5]=[CH:6][C:7]=1[SH:8].Br[C:10]([CH3:17])([CH3:16])[C:11]([O:13][CH2:14][CH3:15])=[O:12].C(=O)([O-])[O-].[Na+].[Na+]. Product: [Br:1][C:2]1[CH:3]=[N:4][CH:5]=[CH:6][C:7]=1[S:8][C:10]([CH3:17])([CH3:16])[C:11]([O:13][CH2:14][CH3:15])=[O:12]. The catalyst class is: 3.